This data is from Forward reaction prediction with 1.9M reactions from USPTO patents (1976-2016). The task is: Predict the product of the given reaction. (1) Given the reactants CO.C[O-].[Na+].[Cl:6][CH:7]([Cl:10])[C:8]#[N:9].Cl.[CH3:12][O:13][C:14](=[O:19])[CH:15]([CH2:17][OH:18])N, predict the reaction product. The product is: [Cl:6][CH:7]([Cl:10])[C:8]1[O:18][CH2:17][CH:15]([C:14]([O:13][CH3:12])=[O:19])[N:9]=1. (2) Given the reactants [F:1][C:2]1[CH:3]=[C:4]2C(=[CH:9][CH:10]=1)NC(=O)[C:5]2=[N:12][N:13]=CC1(C)CC(C)(C(O)=O)CN1.Cl.C(N=C=NCCCN(C)C)C.[OH:37][C:38]1C2N=NNC=2[CH:41]=[CH:40][CH:39]=1.C([N:49]([CH2:52][CH3:53])[CH2:50][CH3:51])C.[NH2:54][C:55]1[CH:60]=[C:59]([F:61])[CH:58]=[CH:57][C:56]=1[NH:62][C:63](=[O:76])[C:64]1[CH:69]=[CH:68][C:67]([NH:70][CH2:71][CH2:72][CH2:73][CH2:74][NH2:75])=[N:66][CH:65]=1.[CH3:77][N:78]([CH:80]=[O:81])C, predict the reaction product. The product is: [NH2:54][C:55]1[CH:60]=[C:59]([F:61])[CH:58]=[CH:57][C:56]=1[NH:62][C:63](=[O:76])[C:64]1[CH:69]=[CH:68][C:67]([NH:70][CH2:71][CH2:72][CH2:73][CH2:74][NH:75][C:38]([C:39]2[C:40]([CH3:41])=[C:52]([CH:53]=[N:13][N:12]=[C:5]3[C:4]4[C:77](=[CH:9][CH:10]=[C:2]([F:1])[CH:3]=4)[NH:78][C:80]3=[O:81])[NH:49][C:50]=2[CH3:51])=[O:37])=[N:66][CH:65]=1. (3) Given the reactants [Cl:1][C:2]1[CH:3]=[C:4]([C:9]2([C:24]([F:27])([F:26])[F:25])[O:13][N:12]=[C:11]([C:14]3[CH:15]=[C:16]4[C:21](=[CH:22][CH:23]=3)[N:20]=[CH:19][CH:18]=[CH:17]4)[CH2:10]2)[CH:5]=[C:6]([Cl:8])[CH:7]=1.ClC1C=CC=C(C(OO)=[O:36])C=1.S([O-])([O-])(=O)=S.[Na+].[Na+], predict the reaction product. The product is: [Cl:8][C:6]1[CH:5]=[C:4]([C:9]2([C:24]([F:26])([F:25])[F:27])[O:13][N:12]=[C:11]([C:14]3[CH:15]=[C:16]4[C:21](=[CH:22][CH:23]=3)[N+:20]([O-:36])=[CH:19][CH:18]=[CH:17]4)[CH2:10]2)[CH:3]=[C:2]([Cl:1])[CH:7]=1. (4) Given the reactants [CH2:1]([OH:10])[CH2:2][O:3][CH2:4][CH2:5][O:6][CH2:7][CH2:8][OH:9].[C:11]([O:15][C:16]([CH3:19])([CH3:18])[CH3:17])(=[O:14])[CH:12]=[CH2:13].[Na].Cl, predict the reaction product. The product is: [OH:10][CH2:1][CH2:2][O:3][CH2:4][CH2:5][O:6][CH2:7][CH2:8][O:9][CH2:13][CH2:12][C:11]([O:15][C:16]([CH3:19])([CH3:18])[CH3:17])=[O:14].